This data is from Catalyst prediction with 721,799 reactions and 888 catalyst types from USPTO. The task is: Predict which catalyst facilitates the given reaction. (1) Reactant: [Cl:1][S:2]([C:5]1[CH:6]=[C:7]([CH:11]=[CH:12][CH:13]=1)[C:8](O)=[O:9])(=[O:4])=[O:3]. Product: [OH:9][CH2:8][C:7]1[CH:6]=[C:5]([S:2]([Cl:1])(=[O:4])=[O:3])[CH:13]=[CH:12][CH:11]=1. The catalyst class is: 1. (2) Reactant: [NH2:1][C:2]1[C:7]([F:8])=[C:6]([C:9]2[CH:14]=[CH:13][C:12]([C:15]#[N:16])=[CH:11][C:10]=2[F:17])[N:5]=[C:4]([C:18]([O:20]C)=[O:19])[C:3]=1[Cl:22].O.[OH-].[Li+].CO.O. Product: [NH2:1][C:2]1[C:7]([F:8])=[C:6]([C:9]2[CH:14]=[CH:13][C:12]([C:15]#[N:16])=[CH:11][C:10]=2[F:17])[N:5]=[C:4]([C:18]([OH:20])=[O:19])[C:3]=1[Cl:22]. The catalyst class is: 7. (3) Reactant: [CH:1]1([N:4]2[CH2:9][CH2:8][N:7]([C:10]3[S:11][C:12]4[CH:18]=[C:17]([CH:19]=O)[CH:16]=[CH:15][C:13]=4[N:14]=3)[CH2:6][CH2:5]2)[CH2:3][CH2:2]1.[CH:21]1([NH2:24])[CH2:23][CH2:22]1.CC(O)=O.[BH3-]C#N.[Na+]. Product: [CH:21]1([NH:24][CH2:19][C:17]2[CH:16]=[CH:15][C:13]3[N:14]=[C:10]([N:7]4[CH2:8][CH2:9][N:4]([CH:1]5[CH2:3][CH2:2]5)[CH2:5][CH2:6]4)[S:11][C:12]=3[CH:18]=2)[CH2:23][CH2:22]1. The catalyst class is: 36. (4) Reactant: [Cl:1][C:2]1[CH:7]=[CH:6][C:5]([C:8]2[CH2:13][CH2:12][CH2:11][CH2:10][C:9]=2[C:14](OCC)=[O:15])=[CH:4][CH:3]=1.[H-].[H-].[H-].[H-].[Li+].[Al+3].Cl. Product: [Cl:1][C:2]1[CH:3]=[CH:4][C:5]([C:8]2[CH2:13][CH2:12][CH2:11][CH2:10][C:9]=2[CH2:14][OH:15])=[CH:6][CH:7]=1. The catalyst class is: 28. (5) Reactant: [NH4+].[N:2]#[C:3][S-:4].[Cl:5][C:6]1[CH:7]=[C:8]([CH:10]=[CH:11][CH:12]=1)[NH2:9]. Product: [Cl:5][C:6]1[CH:7]=[C:8]([NH:9][C:3]([NH2:2])=[S:4])[CH:10]=[CH:11][CH:12]=1. The catalyst class is: 126. (6) Reactant: [H-].[Na+].[C:3]([Si:7]([CH3:24])([CH3:23])[O:8][CH:9]1[C:17]2[C:12](=[C:13]([CH:18]([OH:22])[CH:19]([F:21])[F:20])[CH:14]=[CH:15][CH:16]=2)[CH2:11][CH2:10]1)([CH3:6])([CH3:5])[CH3:4].[CH3:25]I.O. Product: [C:3]([Si:7]([O:8][CH:9]1[C:17]2[C:12](=[C:13]([CH:18]([O:22][CH3:25])[CH:19]([F:20])[F:21])[CH:14]=[CH:15][CH:16]=2)[CH2:11][CH2:10]1)([CH3:24])[CH3:23])([CH3:6])([CH3:5])[CH3:4]. The catalyst class is: 7. (7) Reactant: [O:1]=[C:2]1[NH:6][C:5]([C:7]([O:9][CH2:10][CH3:11])=[O:8])=[C:4]([C:12]2[CH:17]=[CH:16][CH:15]=[CH:14][CH:13]=2)[N:3]1[C:18]1[CH:23]=[CH:22][CH:21]=[CH:20][CH:19]=1.F[B-](F)(F)F.[CH2:29]([O+](CC)CC)[CH3:30].C(=O)(O)[O-].[Na+]. Product: [CH2:29]([O:1][C:2]1[N:3]([C:18]2[CH:23]=[CH:22][CH:21]=[CH:20][CH:19]=2)[C:4]([C:12]2[CH:17]=[CH:16][CH:15]=[CH:14][CH:13]=2)=[C:5]([C:7]([O:9][CH2:10][CH3:11])=[O:8])[N:6]=1)[CH3:30]. The catalyst class is: 4.